This data is from Peptide-MHC class I binding affinity with 185,985 pairs from IEDB/IMGT. The task is: Regression. Given a peptide amino acid sequence and an MHC pseudo amino acid sequence, predict their binding affinity value. This is MHC class I binding data. (1) The peptide sequence is VSDTTVLLH. The MHC is HLA-B15:09 with pseudo-sequence HLA-B15:09. The binding affinity (normalized) is 0.0847. (2) The peptide sequence is IVQLPKRGV. The MHC is HLA-A02:06 with pseudo-sequence HLA-A02:06. The binding affinity (normalized) is 0.256. (3) The binding affinity (normalized) is 0. The peptide sequence is MLANIDLKY. The MHC is HLA-A23:01 with pseudo-sequence HLA-A23:01. (4) The binding affinity (normalized) is 0.553. The peptide sequence is LTLSAQSRTLL. The MHC is Mamu-A01 with pseudo-sequence Mamu-A01. (5) The peptide sequence is HTVGLGQGY. The MHC is HLA-A01:01 with pseudo-sequence HLA-A01:01. The binding affinity (normalized) is 0.213. (6) The binding affinity (normalized) is 0.0847. The peptide sequence is QYPAFVLFI. The MHC is HLA-B27:05 with pseudo-sequence HLA-B27:05.